Dataset: Full USPTO retrosynthesis dataset with 1.9M reactions from patents (1976-2016). Task: Predict the reactants needed to synthesize the given product. (1) Given the product [OH:18][C:15]([C:10]1[CH:9]=[C:8]2[C:13]([C:14]3[C:2]([B:25]4[O:26][C:27]([CH3:29])([CH3:28])[C:23]([CH3:39])([CH3:22])[O:24]4)=[CH:3][CH:4]=[C:5]([C:19]([NH2:21])=[O:20])[C:6]=3[NH:7]2)=[CH:12][CH:11]=1)([CH3:17])[CH3:16], predict the reactants needed to synthesize it. The reactants are: Br[C:2]1[C:14]2[C:13]3[C:8](=[CH:9][C:10]([C:15]([OH:18])([CH3:17])[CH3:16])=[CH:11][CH:12]=3)[NH:7][C:6]=2[C:5]([C:19]([NH2:21])=[O:20])=[CH:4][CH:3]=1.[CH3:22][C:23]1([CH3:39])[C:27]([CH3:29])([CH3:28])[O:26][B:25]([B:25]2[O:26][C:27]([CH3:29])([CH3:28])[C:23]([CH3:39])([CH3:22])[O:24]2)[O:24]1.C([O-])(=O)C.[K+]. (2) Given the product [C:6]([N:10]1[CH:29]=[C:13]([CH:23]=[O:26])[C:12]([C:14]2[CH:19]=[CH:18][C:17]([F:20])=[C:16]([F:21])[C:15]=2[F:22])=[N:11]1)([CH3:7])([CH3:8])[CH3:9], predict the reactants needed to synthesize it. The reactants are: O=P(Cl)(Cl)Cl.[C:6]([NH:10][N:11]=[C:12]([C:14]1[CH:19]=[CH:18][C:17]([F:20])=[C:16]([F:21])[C:15]=1[F:22])[CH3:13])([CH3:9])([CH3:8])[CH3:7].[C:23](=[O:26])([O-])[O-].[K+].[K+].[CH3:29]N(C=O)C. (3) The reactants are: [N:1]1[N:2]([C:6]2[CH:7]=[C:8]([NH:12][C:13]3[C:18]([C:19]#[N:20])=[C:17]([O:21][CH3:22])[N:16]=[C:15]([NH:23][C@@H:24]4[CH2:29][CH2:28][CH2:27][CH2:26][C@@H:25]4[NH:30][C:31](=[O:37])[O:32][C:33]([CH3:36])([CH3:35])[CH3:34])[N:14]=3)[CH:9]=[CH:10][CH:11]=2)[N:3]=[CH:4][CH:5]=1.C([O-])([O-])=[O:39].[K+].[K+].OO. Given the product [N:1]1[N:2]([C:6]2[CH:7]=[C:8]([NH:12][C:13]3[C:18]([C:19](=[O:39])[NH2:20])=[C:17]([O:21][CH3:22])[N:16]=[C:15]([NH:23][C@@H:24]4[CH2:29][CH2:28][CH2:27][CH2:26][C@@H:25]4[NH:30][C:31](=[O:37])[O:32][C:33]([CH3:34])([CH3:36])[CH3:35])[N:14]=3)[CH:9]=[CH:10][CH:11]=2)[N:3]=[CH:4][CH:5]=1, predict the reactants needed to synthesize it. (4) Given the product [C:17]([C:2]1[C:11]([OH:12])=[C:10]2[C:5]([CH:6]=[CH:7][C:8]([C:13]([O:15][CH3:16])=[O:14])=[CH:9]2)=[CH:4][CH:3]=1)#[N:18], predict the reactants needed to synthesize it. The reactants are: Br[C:2]1[C:11]([OH:12])=[C:10]2[C:5]([CH:6]=[CH:7][C:8]([C:13]([O:15][CH3:16])=[O:14])=[CH:9]2)=[CH:4][CH:3]=1.[CH3:17][N:18]1CCCC1=O. (5) Given the product [CH3:70][CH:34]([CH3:33])[C@H:35]([N:40]1[CH2:48][C:47]2[C:42](=[CH:43][CH:44]=[C:45]([C:49]3[CH:54]=[CH:53][C:52]([NH:55][C:56](=[O:68])[C:57]4[CH:58]=[CH:59][C:60]([CH2:63][CH2:64][CH2:65][CH2:66][CH3:67])=[CH:61][CH:62]=4)=[CH:51][CH:50]=3)[CH:46]=2)[C:41]1=[O:69])[C:36]([OH:38])=[O:37], predict the reactants needed to synthesize it. The reactants are: C(NC1C=CC(C2C=C3C(=CC=2)C(=O)N([C@@H](C(C)C)C(O)=O)C3)=CC=1)(=O)C1C=CC=CC=1.[CH3:33][CH:34]([CH3:70])[C@H:35]([N:40]1[CH2:48][C:47]2[C:42](=[CH:43][CH:44]=[C:45]([C:49]3[CH:54]=[CH:53][C:52]([NH:55][C:56](=[O:68])[C:57]4[CH:62]=[CH:61][C:60]([CH2:63][CH2:64][CH2:65][CH2:66][CH3:67])=[CH:59][CH:58]=4)=[CH:51][CH:50]=3)[CH:46]=2)[C:41]1=[O:69])[C:36]([O:38]C)=[O:37].